From a dataset of Catalyst prediction with 721,799 reactions and 888 catalyst types from USPTO. Predict which catalyst facilitates the given reaction. (1) Product: [CH2:24]([N:3]([CH2:1][CH3:2])[C:4]1[CH:5]=[CH:6][C:7]([NH:10][C:11]([C:13]2([NH:23][C:34](=[O:35])[O:36][CH2:37][CH3:38])[CH2:22][CH2:21][C:20]3[C:15](=[CH:16][CH:17]=[CH:18][CH:19]=3)[CH2:14]2)=[O:12])=[CH:8][CH:9]=1)[CH3:25]. Reactant: [CH2:1]([N:3]([CH2:24][CH3:25])[C:4]1[CH:9]=[CH:8][C:7]([NH:10][C:11]([C:13]2([NH2:23])[CH2:22][CH2:21][C:20]3[C:15](=[CH:16][CH:17]=[CH:18][CH:19]=3)[CH2:14]2)=[O:12])=[CH:6][CH:5]=1)[CH3:2].CCN(CC)CC.Cl[C:34]([O:36][CH2:37][CH3:38])=[O:35]. The catalyst class is: 1. (2) Product: [F:1][C:2]1[CH:7]=[CH:6][C:5]([CH:8]([OH:16])[CH2:9][C:10]2[N:14]([CH3:15])[CH:13]=[N:12][CH:11]=2)=[CH:4][CH:3]=1. The catalyst class is: 5. Reactant: [F:1][C:2]1[CH:7]=[CH:6][C:5]([C:8](=[O:16])[CH2:9][C:10]2[N:14]([CH3:15])[CH:13]=[N:12][CH:11]=2)=[CH:4][CH:3]=1.[BH4-].[Na+]. (3) Reactant: [Cl:1][C:2]1[S:6][C:5]([NH:7][C:8]2[N:13]=[CH:12][CH:11]=[CH:10][N:9]=2)=[N:4][C:3]=1[C:14]1[CH:15]=[N:16][N:17](CC2C=CC(OC)=CC=2)[CH:18]=1.C([O-])([O-])=O.[Na+].[Na+]. Product: [Cl:1][C:2]1[S:6][C:5]([NH:7][C:8]2[N:13]=[CH:12][CH:11]=[CH:10][N:9]=2)=[N:4][C:3]=1[C:14]1[CH:15]=[N:16][NH:17][CH:18]=1. The catalyst class is: 67. (4) Reactant: [Br:1][C:2]1[C:3](=[O:16])[NH:4][CH:5]=[C:6]([C:8]([N:10]2[CH2:15][CH2:14][O:13][CH2:12][CH2:11]2)=[O:9])[CH:7]=1.IC.[C:19](=O)([O-])[O-].[K+].[K+]. Product: [Br:1][C:2]1[C:3](=[O:16])[N:4]([CH3:19])[CH:5]=[C:6]([C:8]([N:10]2[CH2:11][CH2:12][O:13][CH2:14][CH2:15]2)=[O:9])[CH:7]=1. The catalyst class is: 16. (5) Reactant: [F:1][C:2]([F:26])([F:25])[C:3]1[NH:4][C:5]([C:16]2[CH:21]=[CH:20][C:19]([O:22][CH3:23])=[C:18]([CH3:24])[CH:17]=2)=[C:6]([C:8]2[CH:13]=[CH:12][C:11](SC)=[CH:10][CH:9]=2)[N:7]=1.O[O:28][S:29]([O-:31])=O.[K+].O1CCC[CH2:34]1.O. Product: [CH3:23][O:22][C:19]1[CH:20]=[CH:21][C:16]([C:5]2[N:4]=[C:3]([C:2]([F:26])([F:25])[F:1])[NH:7][C:6]=2[C:8]2[CH:13]=[CH:12][C:11]([S:29]([CH3:34])(=[O:31])=[O:28])=[CH:10][CH:9]=2)=[CH:17][C:18]=1[CH3:24]. The catalyst class is: 5. (6) Reactant: [CH:1]1[C:11]2[CH:10]=[CH:9][C:8]3[CH:12]=[CH:13][CH:14]=[CH:15][C:7]=3[C:6](=[C:16]3[CH2:21][CH2:20][N:19]([C:22](=[O:32])[CH2:23][NH:24]C(=O)OC(C)(C)C)[CH2:18][CH2:17]3)[C:5]=2[CH:4]=[CH:3][CH:2]=1.[ClH:33].O1CCOCC1. Product: [ClH:33].[CH:12]1[C:8]2[CH:9]=[CH:10][C:11]3[CH:1]=[CH:2][CH:3]=[CH:4][C:5]=3[C:6](=[C:16]3[CH2:17][CH2:18][N:19]([C:22](=[O:32])[CH2:23][NH2:24])[CH2:20][CH2:21]3)[C:7]=2[CH:15]=[CH:14][CH:13]=1. The catalyst class is: 12.